From a dataset of Serine/threonine kinase 33 screen with 319,792 compounds. Binary Classification. Given a drug SMILES string, predict its activity (active/inactive) in a high-throughput screening assay against a specified biological target. (1) The compound is FC(F)(F)C1(Nc2nccc(c2)C)N=C(NC1=O)c1ccccc1. The result is 0 (inactive). (2) The drug is O=C(Nc1nccc(c1)C)CCc1c2c([nH]c1)cccc2. The result is 0 (inactive). (3) The compound is Clc1ccc(Oc2nc(NC(C)C)nc(c2)C(F)(F)F)cc1. The result is 0 (inactive). (4) The molecule is s1c(C(=O)N2CCC(CC2)C(=O)NCc2c(OCC)cccc2)c(n2cccc2)cc1. The result is 0 (inactive).